From a dataset of Peptide-MHC class I binding affinity with 185,985 pairs from IEDB/IMGT. Regression. Given a peptide amino acid sequence and an MHC pseudo amino acid sequence, predict their binding affinity value. This is MHC class I binding data. (1) The peptide sequence is KLNHHKPPT. The MHC is HLA-A02:01 with pseudo-sequence HLA-A02:01. The binding affinity (normalized) is 0.0847. (2) The peptide sequence is HPALVFDITK. The MHC is HLA-A02:06 with pseudo-sequence HLA-A02:06. The binding affinity (normalized) is 0. (3) The peptide sequence is FPVKPQVPL. The MHC is HLA-A02:01 with pseudo-sequence HLA-A02:01. The binding affinity (normalized) is 0.